This data is from Full USPTO retrosynthesis dataset with 1.9M reactions from patents (1976-2016). The task is: Predict the reactants needed to synthesize the given product. (1) Given the product [CH2:20]([C:14]1[CH:13]=[C:12]2[C:17]([C:18](=[O:19])[C:9]([OH:8])=[C:10]([C:24]3[CH:29]=[C:28]([OH:30])[C:27]([OH:32])=[C:26]([OH:34])[CH:25]=3)[O:11]2)=[CH:16][CH:15]=1)[CH2:21][CH2:22][CH3:23], predict the reactants needed to synthesize it. The reactants are: C([O:8][C:9]1[C:18](=[O:19])[C:17]2[C:12](=[CH:13][C:14]([CH2:20][CH2:21][CH2:22][CH3:23])=[CH:15][CH:16]=2)[O:11][C:10]=1[C:24]1[CH:29]=[C:28]([O:30]C)[C:27]([O:32]C)=[C:26]([O:34]C)[CH:25]=1)C1C=CC=CC=1.B(Br)(Br)Br.CO.O. (2) Given the product [ClH:35].[CH3:1][NH:2][C:3]1[C:8]2[N:9]=[C:10]([NH:17][CH2:18][CH2:19][C:20]([F:23])([F:21])[F:22])[N:11]=[C:12]([NH:13][CH2:14][CH2:15][CH3:16])[C:7]=2[N:6]=[C:5]([NH:24][CH2:25][CH2:26][CH3:27])[N:4]=1, predict the reactants needed to synthesize it. The reactants are: [CH3:1][NH:2][C:3]1[C:8]2[N:9]=[C:10]([NH:17][CH2:18][CH2:19][C:20]([F:23])([F:22])[F:21])[N:11]=[C:12]([NH:13][CH2:14][CH2:15][CH3:16])[C:7]=2[N:6]=[C:5]([NH:24][CH2:25][CH2:26][CH3:27])[N:4]=1.Cl.C(OCC)C.Cl.[Cl:35]C1N=C(NCCC)C2N=C(NC)N=C(NCCC)C=2N=1. (3) Given the product [C:12]([O:16][C:17]([N:19]1[CH2:24][CH2:23][C:22]2([O:10][N:9]=[C:8]([CH2:7][C:1]3[CH:6]=[CH:5][CH:4]=[CH:3][CH:2]=3)[CH2:25]2)[CH2:21][CH2:20]1)=[O:18])([CH3:14])([CH3:13])[CH3:15], predict the reactants needed to synthesize it. The reactants are: [C:1]1([CH2:7][C:8](Cl)=[N:9][OH:10])[CH:6]=[CH:5][CH:4]=[CH:3][CH:2]=1.[C:12]([O:16][C:17]([N:19]1[CH2:24][CH2:23][C:22](=[CH2:25])[CH2:21][CH2:20]1)=[O:18])([CH3:15])([CH3:14])[CH3:13].C(N(CC)CC)C.[Cl-].[Na+].